From a dataset of Forward reaction prediction with 1.9M reactions from USPTO patents (1976-2016). Predict the product of the given reaction. (1) Given the reactants [Cl-].[NH4+:2].[OH-].[NH4+].[CH3:5][O:6][C:7]([C:9]1[NH:10][CH:11]=[C:12]([C:14]#[N:15])[CH:13]=1)=[O:8].[H-].[Na+].NCl, predict the reaction product. The product is: [CH3:5][O:6][C:7]([C:9]1[N:10]([NH2:2])[CH:11]=[C:12]([C:14]#[N:15])[CH:13]=1)=[O:8]. (2) The product is: [C:1]1([C:7]2[CH:15]=[C:14]([F:16])[C:10]([C:11]([Cl:22])=[O:12])=[C:9]([F:17])[CH:8]=2)[CH:6]=[CH:5][CH:4]=[CH:3][CH:2]=1. Given the reactants [C:1]1([C:7]2[CH:15]=[C:14]([F:16])[C:10]([C:11](O)=[O:12])=[C:9]([F:17])[CH:8]=2)[CH:6]=[CH:5][CH:4]=[CH:3][CH:2]=1.C(Cl)(C([Cl:22])=O)=O, predict the reaction product. (3) The product is: [NH:29]1[CH:33]=[C:32]([C:2]2[CH:3]=[CH:4][C:5]3[O:14][CH2:13][CH2:12][C:11]4[CH:10]=[C:9]([C:15]5[N:19]([C:20]6[CH:25]=[CH:24][C:23]([F:26])=[CH:22][C:21]=6[F:27])[N:18]=[CH:17][N:16]=5)[S:8][C:7]=4[C:6]=3[CH:28]=2)[CH:31]=[N:30]1. Given the reactants Br[C:2]1[CH:3]=[CH:4][C:5]2[O:14][CH2:13][CH2:12][C:11]3[CH:10]=[C:9]([C:15]4[N:19]([C:20]5[CH:25]=[CH:24][C:23]([F:26])=[CH:22][C:21]=5[F:27])[N:18]=[CH:17][N:16]=4)[S:8][C:7]=3[C:6]=2[CH:28]=1.[NH:29]1[CH:33]=[C:32](B2OC(C)(C)C(C)(C)O2)[CH:31]=[N:30]1, predict the reaction product. (4) Given the reactants Cl[C:2]1[N:12]=[C:11]([Cl:13])[CH:10]=[CH:9][C:3]=1[C:4]([O:6][CH2:7][CH3:8])=[O:5].[CH:14]1([NH2:20])[CH2:19][CH2:18][CH2:17][CH2:16][CH2:15]1.C(=O)([O-])[O-].[K+].[K+], predict the reaction product. The product is: [Cl:13][C:11]1[CH:10]=[CH:9][C:3]([C:4]([O:6][CH2:7][CH3:8])=[O:5])=[C:2]([NH:20][CH:14]2[CH2:19][CH2:18][CH2:17][CH2:16][CH2:15]2)[N:12]=1. (5) Given the reactants [CH2:1]([O:3][PH:4](=[O:8])[O:5][CH2:6][CH3:7])[CH3:2].[O-]S(C(F)(F)F)(=O)=O.C(=O)([O-])[O-].[Cs+].[Cs+].C1C=[C:27]2[C:29]([C:31](O)(O)[C:32](=O)[C:26]2=CC=1)=O, predict the reaction product. The product is: [CH2:1]([O:3][PH:4](=[O:8])[O:5][CH2:6][C:7]1[CH:27]=[CH:29][CH:31]=[CH:32][CH:26]=1)[C:2]1[CH:31]=[CH:32][CH:26]=[CH:27][CH:29]=1. (6) Given the reactants [CH3:1][C:2]([C:5]1[CH:10]=[CH:9][C:8]([CH2:11][N:12]2[C:17](=[O:18])[CH2:16][C:15](=[O:19])[N:14]([C:20]3[CH:21]=[N:22][CH:23]=[CH:24][CH:25]=3)[C:13]2=[O:26])=[CH:7][CH:6]=1)([CH3:4])[CH3:3].C1C=NC=C([N:33]=[C:34]=[O:35])C=1.C(C1C=CC(CN)=CC=1)(C)(C)C.C(OCC)(=O)[CH2:49][C:50]([O:52]CC)=[O:51].[O-]CC.[Na+], predict the reaction product. The product is: [CH3:4][C:2]([C:5]1[CH:6]=[CH:7][C:8]([CH2:11][N:12]2[C:17](=[O:18])[C:16]([C:34]([NH:33][CH2:49][C:50]([OH:52])=[O:51])=[O:35])=[C:15]([OH:19])[N:14]([C:20]3[CH:21]=[N:22][CH:23]=[CH:24][CH:25]=3)[C:13]2=[O:26])=[CH:9][CH:10]=1)([CH3:1])[CH3:3]. (7) Given the reactants [C:1](Cl)(=O)[C:2]([Cl:4])=[O:3].[F:7][C:8]1[CH:9]=C[C:11]([C:17]([F:20])([F:19])[F:18])=[C:12]([CH:16]=1)C(O)=O, predict the reaction product. The product is: [F:7][C:8]1[CH:16]=[CH:12][C:11]([C:17]([F:20])([F:19])[F:18])=[C:1]([CH:9]=1)[C:2]([Cl:4])=[O:3].